From a dataset of Forward reaction prediction with 1.9M reactions from USPTO patents (1976-2016). Predict the product of the given reaction. (1) Given the reactants C(=O)([O-])[O-].[K+].[K+].[CH3:7][O:8][C:9]1[C:14](B(O)O)=[CH:13][CH:12]=[CH:11][N:10]=1.Br[C:19]1[CH:20]=[C:21]([CH:24]=[CH:25][C:26]=1[O:27][C:28]1[CH:33]=[CH:32][C:31]([Cl:34])=[CH:30][C:29]=1[O:35][CH3:36])[C:22]#[N:23], predict the reaction product. The product is: [Cl:34][C:31]1[CH:32]=[CH:33][C:28]([O:27][C:26]2[CH:25]=[CH:24][C:21]([C:22]#[N:23])=[CH:20][C:19]=2[C:14]2[C:9]([O:8][CH3:7])=[N:10][CH:11]=[CH:12][CH:13]=2)=[C:29]([O:35][CH3:36])[CH:30]=1. (2) Given the reactants [CH2:1]([N:8]1[C:12]([CH3:13])=[CH:11][C:10]([C:14]([OH:16])=O)=[C:9]1[CH:17]([CH3:19])[CH3:18])[C:2]1[CH:7]=[CH:6][CH:5]=[CH:4][CH:3]=1.CCN=C=NCCCN(C)C.[F:31][C:32]1[CH:33]=[C:34]([CH:37]=[CH:38][C:39]=1[F:40])[CH2:35][NH2:36], predict the reaction product. The product is: [F:31][C:32]1[CH:33]=[C:34]([CH:37]=[CH:38][C:39]=1[F:40])[CH2:35][NH:36][C:14]([C:10]1[CH:11]=[C:12]([CH3:13])[N:8]([CH2:1][C:2]2[CH:3]=[CH:4][CH:5]=[CH:6][CH:7]=2)[C:9]=1[CH:17]([CH3:19])[CH3:18])=[O:16]. (3) Given the reactants [CH3:1][C:2]1[C:3]([C:16]2([CH3:29])[C:20]3[CH:21]=[CH:22][C:23]([C:25]([O:27]C)=[O:26])=[CH:24][C:19]=3[O:18][CH2:17]2)=[CH:4][C:5]2[C:6]([CH3:15])([CH3:14])[CH2:7][CH2:8][C:9]([CH3:13])([CH3:12])[C:10]=2[CH:11]=1.[OH-].[Na+].[OH-].[Li+].CCOC(C)=O, predict the reaction product. The product is: [CH3:1][C:2]1[C:3]([C:16]2([CH3:29])[C:20]3[CH:21]=[CH:22][C:23]([C:25]([OH:27])=[O:26])=[CH:24][C:19]=3[O:18][CH2:17]2)=[CH:4][C:5]2[C:6]([CH3:15])([CH3:14])[CH2:7][CH2:8][C:9]([CH3:12])([CH3:13])[C:10]=2[CH:11]=1.